Dataset: Cav3 T-type calcium channel HTS with 100,875 compounds. Task: Binary Classification. Given a drug SMILES string, predict its activity (active/inactive) in a high-throughput screening assay against a specified biological target. (1) The molecule is O=c1n(Cc2occc2)cnc2c1n(c1c2cc(OC)cc1)C. The result is 0 (inactive). (2) The compound is S1CCN(CC1)C(=O)c1cc2sc(nc2cc1)C. The result is 0 (inactive). (3) The molecule is O=C(NC(CC)(C)C)Cc1c(OC)cccc1. The result is 0 (inactive). (4) The drug is o1nc(nc1c1c(OC)cccc1)c1c(OC)nc(c2ccc(OC)cc2)cc1. The result is 0 (inactive). (5) The compound is s1c(C(N2CCN(CC2)c2ccccc2)c2sccc2)c(O)n2ncnc12. The result is 0 (inactive). (6) The molecule is S(CC(=O)NC(C)(C)C)c1n(NCc2ccc(cc2)C)cnn1. The result is 0 (inactive). (7) The molecule is O(c1nc2c(c(c1)C)cccc2)c1ccc(OC)cc1. The result is 0 (inactive). (8) The molecule is Clc1ccc(CSc2sc(NC3=NCCCCC3)nn2)cc1. The result is 0 (inactive). (9) The drug is Clc1ccc(c2nc(on2)Cc2ccc(OC)cc2)cc1. The result is 0 (inactive). (10) The drug is O=c1n(nc(c2c1cccc2)c1ccc(cc1)C(O)=O)C. The result is 0 (inactive).